This data is from Peptide-MHC class I binding affinity with 185,985 pairs from IEDB/IMGT. The task is: Regression. Given a peptide amino acid sequence and an MHC pseudo amino acid sequence, predict their binding affinity value. This is MHC class I binding data. (1) The peptide sequence is VMNSNTLLSAW. The MHC is HLA-A02:02 with pseudo-sequence HLA-A02:02. The binding affinity (normalized) is 0.123. (2) The binding affinity (normalized) is 0. The MHC is Mamu-A11 with pseudo-sequence Mamu-A11. The peptide sequence is NEGLGWAGW. (3) The peptide sequence is YAGVNSTAE. The MHC is H-2-Db with pseudo-sequence H-2-Db. The binding affinity (normalized) is 0.196. (4) The peptide sequence is DHQAAFQYI. The MHC is HLA-B44:02 with pseudo-sequence HLA-B44:02. The binding affinity (normalized) is 0. (5) The peptide sequence is PYRVVVLSF. The MHC is HLA-A01:01 with pseudo-sequence HLA-A01:01. The binding affinity (normalized) is 0.325.